Dataset: Catalyst prediction with 721,799 reactions and 888 catalyst types from USPTO. Task: Predict which catalyst facilitates the given reaction. (1) Reactant: [Cl:1][C:2]1[CH:3]=[C:4]2[C:8](=[CH:9][CH:10]=1)[NH:7][CH:6]=[C:5]2[CH:11]1[CH2:16][CH2:15][N:14]([C:17](=[O:34])[CH:18]=[C:19]2[CH2:24][CH2:23][C:22]([N:31]([CH3:33])[CH3:32])([C:25]3[CH:30]=[CH:29][CH:28]=[CH:27][CH:26]=3)[CH2:21][CH2:20]2)[CH2:13][CH2:12]1.Cl[Si](C)(C)C. Product: [ClH:1].[Cl:1][C:2]1[CH:3]=[C:4]2[C:8](=[CH:9][CH:10]=1)[NH:7][CH:6]=[C:5]2[CH:11]1[CH2:16][CH2:15][N:14]([C:17](=[O:34])[CH:18]=[C:19]2[CH2:20][CH2:21][C:22]([N:31]([CH3:33])[CH3:32])([C:25]3[CH:26]=[CH:27][CH:28]=[CH:29][CH:30]=3)[CH2:23][CH2:24]2)[CH2:13][CH2:12]1. The catalyst class is: 573. (2) Product: [Cl:1][C:2]1[C:11]2[C:6](=[CH:7][C:8]([OH:14])=[C:9]([OH:12])[CH:10]=2)[N:5]=[CH:4][CH:3]=1. The catalyst class is: 25. Reactant: [Cl:1][C:2]1[C:11]2[C:6](=[CH:7][C:8]([O:14]C)=[C:9]([O:12]C)[CH:10]=2)[N:5]=[CH:4][CH:3]=1.Cl.[NH+]1C=CC=CC=1.C([O-])(O)=O.[Na+]. (3) Reactant: [Br:1][C:2]1[CH:3]=[CH:4][C:5]([S:8][CH3:9])=[N:6][CH:7]=1.[OH2:10].[OH2:11].O.O.O.O.C(O[O-])(=O)C1C(=CC=CC=1)C([O-])=O.[Mg+2]. Product: [Br:1][C:2]1[CH:3]=[CH:4][C:5]([S:8]([CH3:9])(=[O:11])=[O:10])=[N:6][CH:7]=1. The catalyst class is: 98. (4) Reactant: COC1C=CC(P2(SP(C3C=CC(OC)=CC=3)(=S)S2)=[S:10])=CC=1.[C:23]1(/[CH:29]=[CH:30]/[CH2:31][C:32]([NH2:34])=O)[CH:28]=[CH:27][CH:26]=[CH:25][CH:24]=1. Product: [C:23]1(/[CH:29]=[CH:30]/[CH2:31][C:32](=[S:10])[NH2:34])[CH:28]=[CH:27][CH:26]=[CH:25][CH:24]=1. The catalyst class is: 11.